From a dataset of Peptide-MHC class II binding affinity with 134,281 pairs from IEDB. Regression. Given a peptide amino acid sequence and an MHC pseudo amino acid sequence, predict their binding affinity value. This is MHC class II binding data. The peptide sequence is TNTFVLKKEVSETQH. The MHC is DRB1_0701 with pseudo-sequence DRB1_0701. The binding affinity (normalized) is 0.